Dataset: Reaction yield outcomes from USPTO patents with 853,638 reactions. Task: Predict the reaction yield, written as a fraction of the theoretical maximum amount of product (1.0 means a 100% yield; for example, 0.34 means a 34% yield). (1) The reactants are [CH3:1][C:2]1[CH:23]=[CH:22][C:5]([C:6]([NH:8][C:9]2[S:10][C:11]3[CH:17]=[C:16]([C:18]([O:20][CH3:21])=[O:19])[CH:15]=[CH:14][C:12]=3[N:13]=2)=[O:7])=[CH:4][CH:3]=1.C(C(N1C2C=CC(C(O)=O)=CC=2SC1=NC(=O)C1C=CC(C)=CC=1)CC)(O)=O.C(=O)([O-])[O-].[K+].[K+].Br[CH:59]([CH2:64][CH3:65])[C:60]([O:62][CH3:63])=[O:61]. The catalyst is CN(C)C=O. The product is [CH3:63][O:62][C:60](=[O:61])[CH:59]([N:13]1[C:12]2[CH:14]=[CH:15][C:16]([C:18]([O:20][CH3:21])=[O:19])=[CH:17][C:11]=2[S:10][C:9]1=[N:8][C:6](=[O:7])[C:5]1[CH:4]=[CH:3][C:2]([CH3:1])=[CH:23][CH:22]=1)[CH2:64][CH3:65]. The yield is 0.370. (2) The reactants are [C:1]([NH:5][C:6]([C:8]1[C:16]2[C:11](=[N:12][CH:13]=[C:14]([N:17]3[C:25]4[C:20](=[CH:21][C:22]([Cl:26])=[CH:23][CH:24]=4)[CH:19]=[N:18]3)[N:15]=2)[N:10](COCC[Si](C)(C)C)[CH:9]=1)=[O:7])([CH3:4])([CH3:3])[CH3:2].FC(F)(F)C(O)=O. The catalyst is ClCCl. The product is [C:1]([NH:5][C:6]([C:8]1[C:16]2[C:11](=[N:12][CH:13]=[C:14]([N:17]3[C:25]4[C:20](=[CH:21][C:22]([Cl:26])=[CH:23][CH:24]=4)[CH:19]=[N:18]3)[N:15]=2)[NH:10][CH:9]=1)=[O:7])([CH3:4])([CH3:2])[CH3:3]. The yield is 0.380.